From a dataset of Reaction yield outcomes from USPTO patents with 853,638 reactions. Predict the reaction yield, written as a fraction of the theoretical maximum amount of product (1.0 means a 100% yield; for example, 0.34 means a 34% yield). (1) The reactants are [Cl:1][C:2]1[CH:10]=[CH:9][C:8]([NH:11][C:12]([CH:14]2[CH2:16][CH2:15]2)=[O:13])=[C:7]2[C:3]=1[CH2:4][N:5]([C@@H:18]([C:23]1[CH:28]=[CH:27][C:26]([O:29][CH3:30])=[C:25]([O:31][CH2:32][CH3:33])[CH:24]=1)[CH2:19][C:20]([OH:22])=O)[C:6]2=[O:17].[C:34](N1C=CN=C1)([N:36]1C=CN=[CH:37]1)=O.CNC.O. The catalyst is O1CCCC1. The product is [Cl:1][C:2]1[CH:10]=[CH:9][C:8]([NH:11][C:12]([CH:14]2[CH2:16][CH2:15]2)=[O:13])=[C:7]2[C:3]=1[CH2:4][N:5]([C@@H:18]([C:23]1[CH:28]=[CH:27][C:26]([O:29][CH3:30])=[C:25]([O:31][CH2:32][CH3:33])[CH:24]=1)[CH2:19][C:20](=[O:22])[N:36]([CH3:37])[CH3:34])[C:6]2=[O:17]. The yield is 0.770. (2) The reactants are [C:1]([O:9][CH2:10][CH3:11])(=[O:8])[CH2:2][C:3]([O:5][CH2:6][CH3:7])=[O:4].[C:12](#[N:15])[CH:13]=[CH2:14].Cl. The catalyst is CO.O1CCOCC1. The product is [C:12]([CH2:13][CH2:14][C:2]([CH2:14][CH2:13][C:12]#[N:15])([C:3]([O:5][CH2:6][CH3:7])=[O:4])[C:1]([O:9][CH2:10][CH3:11])=[O:8])#[N:15]. The yield is 0.758. (3) The reactants are [F:1][C:2]1[CH:7]=[C:6]([I:8])[CH:5]=[CH:4][C:3]=1[NH:9][C:10]1[C:18]2[CH:17]=[N:16][CH:15]=[N:14][C:13]=2[O:12][C:11]=1[C:19]([O:21]CC)=O.[OH-].[Na+].[CH3:26][C:27]1([CH3:35])[O:31][C@@H:30]([CH2:32][O:33][NH2:34])[CH2:29][O:28]1.C1C=CC2N(O)N=NC=2C=1.CCN(C(C)C)C(C)C. The catalyst is C1COCC1. The product is [CH3:26][C:27]1([CH3:35])[O:31][C@@H:30]([CH2:32][O:33][NH:34][C:19]([C:11]2[O:12][C:13]3[N:14]=[CH:15][N:16]=[CH:17][C:18]=3[C:10]=2[NH:9][C:3]2[CH:4]=[CH:5][C:6]([I:8])=[CH:7][C:2]=2[F:1])=[O:21])[CH2:29][O:28]1. The yield is 0.670. (4) The reactants are [F:1][C:2]1[CH:7]=[CH:6][CH:5]=[CH:4][C:3]=1[C:8]1[N:12]=[N:11][N:10]([CH3:13])[C:9]=1[CH2:14][O:15][C:16]1[CH:21]=[CH:20][C:19](I)=[CH:18][N:17]=1.[NH:23]1[CH:27]=[C:26]([C:28]#[N:29])[N:25]=[CH:24]1.C(=O)([O-])[O-].[Cs+].[Cs+]. The catalyst is CN(C=O)C.[Cu-]=O. The product is [F:1][C:2]1[CH:7]=[CH:6][CH:5]=[CH:4][C:3]=1[C:8]1[N:12]=[N:11][N:10]([CH3:13])[C:9]=1[CH2:14][O:15][C:16]1[N:17]=[CH:18][C:19]([N:23]2[CH:27]=[C:26]([C:28]#[N:29])[N:25]=[CH:24]2)=[CH:20][CH:21]=1. The yield is 0.394. (5) The reactants are CS([O:5][CH:6]1[CH:11]([CH3:12])[CH2:10][C:9]([C:13]2[CH:18]=[CH:17][N:16]=[CH:15][C:14]=2[N+:19]([O-:21])=[O:20])=[CH:8][CH:7]1[NH:22][C:23]([O:25][C:26]([CH3:29])([CH3:28])[CH3:27])=[O:24])(=O)=O.C(N(CC)CC)C.C[C:38]([O:41]C(OC(OC(C)(C)C)=O)=O)(C)C. The catalyst is N1C=CC=CC=1. The product is [CH3:12][CH:11]1[CH:6]2[CH:7]([N:22]([C:23]([O:25][C:26]([CH3:29])([CH3:28])[CH3:27])=[O:24])[C:38](=[O:41])[O:5]2)[CH:8]=[C:9]([C:13]2[CH:18]=[CH:17][N:16]=[CH:15][C:14]=2[N+:19]([O-:21])=[O:20])[CH2:10]1. The yield is 0.660. (6) The reactants are [Br:1][C:2]1[N:7]=[C:6]([C:8]([OH:16])([CH3:15])[CH2:9]OS(C)(=O)=O)[C:5]([F:17])=[CH:4][CH:3]=1.[Cl-].[NH4+].[N-:20]=[N+:21]=[N-:22].[Na+]. The catalyst is C(O)C.C(OCC)(=O)C. The product is [N:20]([CH2:9][C:8]([C:6]1[C:5]([F:17])=[CH:4][CH:3]=[C:2]([Br:1])[N:7]=1)([OH:16])[CH3:15])=[N+:21]=[N-:22]. The yield is 0.740. (7) The reactants are [Si:1]([O:8][C:9]1[C:10]([F:24])=[C:11](B(O)O)[CH:12]=[CH:13][C:14]=1[CH:15]1[CH2:20][CH2:19][CH2:18][CH2:17][CH2:16]1)([C:4]([CH3:7])([CH3:6])[CH3:5])([CH3:3])[CH3:2].Br[C:26]1[N:27]=[CH:28][C:29]([NH2:32])=[N:30][CH:31]=1.C([O-])([O-])=O.[K+].[K+].C(Cl)Cl. The catalyst is C1C=CC(P(C2C=CC=CC=2)[C-]2C=CC=C2)=CC=1.C1C=CC(P(C2C=CC=CC=2)[C-]2C=CC=C2)=CC=1.Cl[Pd]Cl.[Fe+2].C1(C)C=CC=CC=1. The product is [Si:1]([O:8][C:9]1[C:10]([F:24])=[C:11]([C:26]2[N:27]=[CH:28][C:29]([NH2:32])=[N:30][CH:31]=2)[CH:12]=[CH:13][C:14]=1[CH:15]1[CH2:20][CH2:19][CH2:18][CH2:17][CH2:16]1)([C:4]([CH3:7])([CH3:6])[CH3:5])([CH3:3])[CH3:2]. The yield is 1.00.